From a dataset of Full USPTO retrosynthesis dataset with 1.9M reactions from patents (1976-2016). Predict the reactants needed to synthesize the given product. Given the product [NH2:30][C:33]1[CH:34]=[CH:35][C:36]([N:39]([CH2:12][CH2:13][C@@H:14]2[CH2:16][C@@H:15]2[CH:17]2[CH2:18][CH2:19][N:20]([C:23]3[N:24]=[CH:25][C:26]([Cl:29])=[CH:27][N:28]=3)[CH2:21][CH2:22]2)[C:40](=[O:46])[O:41][C:42]([CH3:44])([CH3:43])[CH3:45])=[N:37][CH:38]=1, predict the reactants needed to synthesize it. The reactants are: CC1C=CC(S(O[CH2:12][CH2:13][C@@H:14]2[CH2:16][C@@H:15]2[CH:17]2[CH2:22][CH2:21][N:20]([C:23]3[N:28]=[CH:27][C:26]([Cl:29])=[CH:25][N:24]=3)[CH2:19][CH2:18]2)(=O)=O)=CC=1.[N+:30]([C:33]1[CH:34]=[CH:35][C:36]([NH:39][C:40](=[O:46])[O:41][C:42]([CH3:45])([CH3:44])[CH3:43])=[N:37][CH:38]=1)([O-])=O.